This data is from NCI-60 drug combinations with 297,098 pairs across 59 cell lines. The task is: Regression. Given two drug SMILES strings and cell line genomic features, predict the synergy score measuring deviation from expected non-interaction effect. Drug 1: CC1=C(C(CCC1)(C)C)C=CC(=CC=CC(=CC(=O)O)C)C. Drug 2: CC1C(C(CC(O1)OC2CC(OC(C2O)C)OC3=CC4=CC5=C(C(=O)C(C(C5)C(C(=O)C(C(C)O)O)OC)OC6CC(C(C(O6)C)O)OC7CC(C(C(O7)C)O)OC8CC(C(C(O8)C)O)(C)O)C(=C4C(=C3C)O)O)O)O. Cell line: UACC-257. Synergy scores: CSS=48.7, Synergy_ZIP=-0.653, Synergy_Bliss=3.23, Synergy_Loewe=1.11, Synergy_HSA=1.42.